Dataset: Forward reaction prediction with 1.9M reactions from USPTO patents (1976-2016). Task: Predict the product of the given reaction. Given the reactants [C:9](O[C:9]([O:11][C:12]([CH3:15])(C)C)=[O:10])([O:11][C:12](C)(C)[CH3:15])=[O:10].[NH2:16][C@H:17]1[CH2:22][CH2:21][C@H:20]([NH:23][C:24]2[CH:25]=[C:26]([NH:50][CH:51]3[CH2:53][CH2:52]3)[C:27]3[N:28]([C:30]([C:33]([NH:35][C:36]4[CH:41]=[C:40]([O:42]CC5C=CC=CC=5)[N:39]=[CH:38][N:37]=4)=[O:34])=[CH:31][N:32]=3)[N:29]=2)[CH2:19][CH2:18]1.[CH3:54][O:55]CCO.C(O)(C(F)(F)F)=O, predict the reaction product. The product is: [CH:51]1([NH:50][C:26]2[C:27]3[N:28]([C:30]([C:33](=[O:34])[NH:35][C:36]4[CH:41]=[C:40]([OH:42])[N:39]=[CH:38][N:37]=4)=[CH:31][N:32]=3)[N:29]=[C:24]([NH:23][C@H:20]3[CH2:21][CH2:22][C@H:17]([NH:16][C:9](=[O:10])[O:11][CH2:12][CH2:15][O:55][CH3:54])[CH2:18][CH2:19]3)[CH:25]=2)[CH2:52][CH2:53]1.